Dataset: Catalyst prediction with 721,799 reactions and 888 catalyst types from USPTO. Task: Predict which catalyst facilitates the given reaction. (1) Reactant: C([O:8][C:9]1[CH:18]=[C:17]2[C:12]([C:13]([CH3:21])=[C:14]([C:19]#[N:20])[CH:15]=[N:16]2)=[CH:11][C:10]=1[O:22][CH3:23])C1C=CC=CC=1.C1(SC)C=CC=CC=1. Product: [OH:8][C:9]1[CH:18]=[C:17]2[C:12]([C:13]([CH3:21])=[C:14]([C:19]#[N:20])[CH:15]=[N:16]2)=[CH:11][C:10]=1[O:22][CH3:23]. The catalyst class is: 67. (2) Reactant: [CH3:1][C:2]1[C:10]([C@H:11]2[O:16][CH2:15][C@@H:14]3[CH2:17][NH:18][CH2:19][CH2:20][N:13]3[CH2:12]2)=[CH:9][CH:8]=[C:7]2[C:3]=1[CH2:4][O:5][C:6]2=[O:21].[CH3:22][C:23]1[C:31]([C@H:32]2[CH2:34][O:33]2)=[CH:30][CH:29]=[C:28]2[C:24]=1[CH2:25][O:26][C:27]2=[O:35]. Product: [OH:33][C@@H:32]([C:31]1[C:23]([CH3:22])=[C:24]2[C:28](=[CH:29][CH:30]=1)[C:27](=[O:35])[O:26][CH2:25]2)[CH2:34][N:18]1[CH2:19][CH2:20][N:13]2[C@H:14]([CH2:15][O:16][C@H:11]([C:10]3[C:2]([CH3:1])=[C:3]4[C:7](=[CH:8][CH:9]=3)[C:6](=[O:21])[O:5][CH2:4]4)[CH2:12]2)[CH2:17]1. The catalyst class is: 14. (3) Reactant: [CH3:1][O:2][C:3]1[CH:4]=[C:5]([SH:11])[CH:6]=[CH:7][C:8]=1[O:9][CH3:10].Br[CH2:13][C:14](=[O:17])[CH2:15][CH3:16].C([O-])([O-])=O.[K+].[K+]. Product: [CH3:1][O:2][C:3]1[CH:4]=[C:5]([S:11][CH2:13][C:14](=[O:17])[CH2:15][CH3:16])[CH:6]=[CH:7][C:8]=1[O:9][CH3:10]. The catalyst class is: 21. (4) Reactant: C(OP([CH:9]=[C:10]1[NH:16][CH2:15][CH2:14][NH:13][C:12]2[C:17]([Cl:21])=[CH:18][CH:19]=[CH:20][C:11]1=2)(=O)OCC)C.[H-].[Na+].[Cl:24][C:25]1[CH:26]=[C:27]([CH:30]=[CH:31][C:32]=1[Cl:33])[CH:28]=O. Product: [ClH:21].[ClH:24].[Cl:21][C:17]1[C:12]2[NH:13][CH2:14][CH2:15][N:16]=[C:10]([CH:9]=[CH:28][C:27]3[CH:30]=[CH:31][C:32]([Cl:33])=[C:25]([Cl:24])[CH:26]=3)[C:11]=2[CH:20]=[CH:19][CH:18]=1. The catalyst class is: 7. (5) Product: [CH3:1][C:2]1[CH:3]=[CH:4][C:5]([C:21]([NH:23][C:24]2[CH:25]=[C:26]([C:36]([F:38])([F:39])[F:37])[CH:27]=[C:28]([N:30]3[CH:34]=[N:33][C:32]([CH3:35])=[CH:31]3)[CH:29]=2)=[O:22])=[CH:6][C:7]=1[NH:8][C:9]1[N:10]=[CH:11][CH:12]=[C:13]([C:15]2[CH:16]=[CH:17][CH:18]=[N:19][CH:20]=2)[N:14]=1.[C:40]([O-:48])(=[O:47])[C@H:41]([CH2:43][C:44]([O-:46])=[O:45])[OH:42]. Reactant: [CH3:1][C:2]1[CH:3]=[CH:4][C:5]([C:21]([NH:23][C:24]2[CH:25]=[C:26]([C:36]([F:39])([F:38])[F:37])[CH:27]=[C:28]([N:30]3[CH:34]=[N:33][C:32]([CH3:35])=[CH:31]3)[CH:29]=2)=[O:22])=[CH:6][C:7]=1[NH:8][C:9]1[N:10]=[CH:11][CH:12]=[C:13]([C:15]2[CH:16]=[CH:17][CH:18]=[N:19][CH:20]=2)[N:14]=1.[C:40]([OH:48])(=[O:47])[C@H:41]([CH2:43][C:44]([OH:46])=[O:45])[OH:42]. The catalyst class is: 237.